From a dataset of Forward reaction prediction with 1.9M reactions from USPTO patents (1976-2016). Predict the product of the given reaction. (1) Given the reactants [CH3:1][O:2][C:3]1[C:4](=[O:25])[C:5]([CH3:24])=[C:6]([CH2:12][C:13]2[CH:14]=[C:15]([CH2:19][CH2:20][C:21](O)=[O:22])[CH:16]=[CH:17][CH:18]=2)[C:7](=[O:11])[C:8]=1[O:9][CH3:10].[NH:26]1[CH2:31][CH2:30][S:29][CH2:28][CH2:27]1, predict the reaction product. The product is: [CH3:1][O:2][C:3]1[C:4](=[O:25])[C:5]([CH3:24])=[C:6]([CH2:12][C:13]2[CH:14]=[C:15]([CH2:19][CH2:20][C:21]([N:26]3[CH2:31][CH2:30][S:29][CH2:28][CH2:27]3)=[O:22])[CH:16]=[CH:17][CH:18]=2)[C:7](=[O:11])[C:8]=1[O:9][CH3:10]. (2) Given the reactants [F:1][C:2]1[CH:7]=[CH:6][CH:5]=[CH:4][C:3]=1[C@H:8]([O:10][C:11](=[O:26])[NH:12][C:13]1[C:14]([CH3:25])=[N:15][O:16][C:17]=1[C:18]1[CH:23]=[CH:22][C:21]([SH:24])=[CH:20][CH:19]=1)[CH3:9].Br[C:28]1[CH:33]=[CH:32][CH:31]=[CH:30][C:29]=1[CH2:34][C:35]([O:37][CH2:38][CH3:39])=[O:36], predict the reaction product. The product is: [CH2:38]([O:37][C:35](=[O:36])[CH2:34][C:29]1[CH:30]=[CH:31][CH:32]=[CH:33][C:28]=1[S:24][C:21]1[CH:20]=[CH:19][C:18]([C:17]2[O:16][N:15]=[C:14]([CH3:25])[C:13]=2[NH:12][C:11]([O:10][C@@H:8]([C:3]2[CH:4]=[CH:5][CH:6]=[CH:7][C:2]=2[F:1])[CH3:9])=[O:26])=[CH:23][CH:22]=1)[CH3:39]. (3) The product is: [Cl:20][C:21]1[CH:26]=[CH:25][CH:24]=[CH:23][C:22]=1[O:27][C:2]1[C:7]([C:8]([O:10][CH2:11][CH3:12])=[O:9])=[CH:6][N:5]=[C:4]([C:13]2[CH:18]=[CH:17][CH:16]=[C:15]([F:19])[CH:14]=2)[CH:3]=1. Given the reactants Cl[C:2]1[C:7]([C:8]([O:10][CH2:11][CH3:12])=[O:9])=[CH:6][N:5]=[C:4]([C:13]2[CH:18]=[CH:17][CH:16]=[C:15]([F:19])[CH:14]=2)[CH:3]=1.[Cl:20][C:21]1[CH:26]=[CH:25][CH:24]=[CH:23][C:22]=1[OH:27].C(=O)([O-])[O-].[K+].[K+], predict the reaction product.